Predict the reactants needed to synthesize the given product. From a dataset of Full USPTO retrosynthesis dataset with 1.9M reactions from patents (1976-2016). (1) Given the product [CH3:28][N:27]([CH2:26][C:22]1[CH:21]=[C:20]([C:17]2[CH:16]=[CH:15][C:14]([NH:10][C:11]([N:50]3[CH2:45][CH2:43][N:42]([CH3:41])[CH2:46][CH2:48]3)=[O:13])=[CH:19][CH:18]=2)[CH:25]=[CH:24][CH:23]=1)[C:29](=[O:39])[CH2:30][NH:31][C:32](=[O:33])[O:34][C:35]([CH3:37])([CH3:38])[CH3:36], predict the reactants needed to synthesize it. The reactants are: [N+](C1C=CC([N:10]([C:14]2[CH:19]=[CH:18][C:17]([C:20]3[CH:25]=[CH:24][CH:23]=[C:22]([CH2:26][N:27]([C:29](=[O:39])[CH2:30][NH:31][C:32]([O:34][C:35]([CH3:38])([CH3:37])[CH3:36])=[O:33])[CH3:28])[CH:21]=3)=[CH:16][CH:15]=2)[C:11](=[O:13])[O-])=CC=1)([O-])=O.C[CH2:41][N:42]([CH:46]([CH3:48])C)[CH:43]([CH3:45])C.C[N:50]1CCNCC1. (2) Given the product [CH2:1]([O:3][C:4]([C:6]1([CH2:41][CH:40]([OH:44])[CH2:42][OH:21])[CH2:11][CH2:10][CH2:9][CH:8]([C:12]([O:14][CH2:15][CH3:16])=[O:13])[CH2:7]1)=[O:5])[CH3:2], predict the reactants needed to synthesize it. The reactants are: [CH2:1]([O:3][C:4]([C:6]1(CC=C)[CH2:11][CH2:10][CH2:9][CH:8]([C:12]([O:14][CH2:15][CH3:16])=[O:13])[CH2:7]1)=[O:5])[CH3:2].C(=O)([O-])[O-:21].[K+].[K+].N12CCC(CC1)CC2.S([O-])([O-])=O.[Na+].[Na+].[C:40]([OH:44])(C)([CH3:42])[CH3:41]. (3) The reactants are: [C:1]1([NH:7][NH2:8])[CH:6]=[CH:5][CH:4]=[CH:3][CH:2]=1.[C:9](O[C:13](=[O:15])[CH3:14])(=[O:11])C.Cl. Given the product [CH:9]([NH:8][NH:7][C:1]1[CH:6]=[CH:5][CH:4]=[CH:3][CH:2]=1)=[O:11].[C:13]([N:7]([C:1]1[CH:6]=[CH:5][CH:4]=[CH:3][CH:2]=1)[NH2:8])(=[O:15])[CH3:14], predict the reactants needed to synthesize it. (4) Given the product [N:1]1([C:5]([C:7]2[CH:8]=[CH:9][C:10]([O:13][C:14]3[CH:15]=[C:16]([CH:27]=[C:28]([O:30][C@@H:31]([CH3:34])[CH2:32][OH:33])[CH:29]=3)[C:17]([NH:19][C:20]3[CH:24]=[CH:23][N:22]([CH2:25][CH3:26])[N:21]=3)=[O:18])=[CH:11][CH:12]=2)=[O:6])[CH2:4][CH2:3][CH2:2]1, predict the reactants needed to synthesize it. The reactants are: [N:1]1([C:5]([C:7]2[CH:12]=[CH:11][C:10]([O:13][C:14]3[CH:15]=[C:16]([CH:27]=[C:28]([O:30][C@@H:31]([CH3:34])[CH2:32][OH:33])[CH:29]=3)[C:17]([NH:19][C:20]3[CH:24]=[CH:23][N:22]([CH2:25][CH3:26])[N:21]=3)=[O:18])=[C:9](Cl)[CH:8]=2)=[O:6])[CH2:4][CH2:3][CH2:2]1.C(N(CC)CC)C. (5) Given the product [Br:1][C:2]1[CH:3]=[CH:4][C:5]([N:11]2[CH2:15][CH2:14][CH2:13][CH2:12]2)=[C:6]([CH:9]=1)[CH:7]=[O:8], predict the reactants needed to synthesize it. The reactants are: [Br:1][C:2]1[CH:3]=[CH:4][C:5](F)=[C:6]([CH:9]=1)[CH:7]=[O:8].[NH:11]1[CH2:15][CH2:14][CH2:13][CH2:12]1.C(=O)([O-])[O-].[K+].[K+].O. (6) Given the product [CH3:11][O:10][C:7]1[CH:6]=[CH:5][C:4]([N+:1]([O-:3])=[O:2])=[C:9]([CH2:13][S:14]([C:17]2[CH:22]=[CH:21][CH:20]=[CH:19][CH:18]=2)(=[O:16])=[O:15])[CH:8]=1, predict the reactants needed to synthesize it. The reactants are: [N+:1]([C:4]1[CH:9]=[CH:8][C:7]([O:10][CH3:11])=[CH:6][CH:5]=1)([O-:3])=[O:2].Cl[CH2:13][S:14]([C:17]1[CH:22]=[CH:21][CH:20]=[CH:19][CH:18]=1)(=[O:16])=[O:15].CC([O-])(C)C.[K+].C(O)(=O)C. (7) Given the product [NH2:16][CH2:10][C:5]1[CH:6]=[CH:7][CH:8]=[C:9]2[C:4]=1[CH:3]=[CH:2][NH:1]2, predict the reactants needed to synthesize it. The reactants are: [NH:1]1[C:9]2[CH:8]=[CH:7][CH:6]=[C:5]([CH:10]=O)[C:4]=2[CH:3]=[CH:2]1.O.[BH4-].[Na+].C[NH2:16]. (8) Given the product [S:7]1[CH:8]=[CH:9][N:10]=[C:6]1[C:20]1[N:21]=[C:22]([C:26]2[N:27]=[CH:28][CH:29]=[CH:30][N:31]=2)[CH:23]=[CH:24][CH:25]=1, predict the reactants needed to synthesize it. The reactants are: C([Sn](CCCC)(CCCC)[C:6]1[S:7][CH:8]=[CH:9][N:10]=1)CCC.Br[C:20]1[CH:25]=[CH:24][CH:23]=[C:22]([C:26]2[N:31]=[CH:30][CH:29]=[CH:28][N:27]=2)[N:21]=1. (9) Given the product [Br:1][C:2]1[CH:10]=[CH:9][CH:8]=[C:7]2[C:3]=1[C:4]([CH2:39][C:38]1[CH:42]=[CH:43][C:35]([I:34])=[CH:36][CH:37]=1)=[CH:5][N:6]2[C@@H:11]1[O:28][C@H:27]([CH2:29][OH:30])[C@@H:22]([OH:23])[C@H:17]([OH:18])[C@H:12]1[OH:13], predict the reactants needed to synthesize it. The reactants are: [Br:1][C:2]1[CH:10]=[CH:9][CH:8]=[C:7]2[C:3]=1[CH:4]=[CH:5][N:6]2[C@@H:11]1[O:28][C@H:27]([CH2:29][O:30]C(=O)C)[C@@H:22]([O:23]C(=O)C)[C@H:17]([O:18]C(=O)C)[C@H:12]1[O:13]C(=O)C.[I:34][C:35]1[CH:43]=[CH:42][C:38]([C:39](Cl)=O)=[CH:37][CH:36]=1. (10) Given the product [Br:30][C:29]1[CH:28]=[N:27][N:26]2[C:21]([C:3]3[CH:4]=[C:5]([NH:8][C:9](=[O:20])[C:10]4[CH:15]=[CH:14][CH:13]=[C:12]([C:16]([F:19])([F:17])[F:18])[CH:11]=4)[CH:6]=[CH:7][C:2]=3[Cl:1])=[CH:22][CH:23]=[N:24][C:25]=12, predict the reactants needed to synthesize it. The reactants are: [Cl:1][C:2]1[CH:7]=[CH:6][C:5]([NH:8][C:9](=[O:20])[C:10]2[CH:15]=[CH:14][CH:13]=[C:12]([C:16]([F:19])([F:18])[F:17])[CH:11]=2)=[CH:4][C:3]=1[C:21]1[N:26]2[N:27]=[CH:28][CH:29]=[C:25]2[N:24]=[CH:23][CH:22]=1.[Br:30]N1C(=O)CCC1=O.